This data is from Reaction yield outcomes from USPTO patents with 853,638 reactions. The task is: Predict the reaction yield, written as a fraction of the theoretical maximum amount of product (1.0 means a 100% yield; for example, 0.34 means a 34% yield). (1) The reactants are [CH3:1][C:2]1[CH:3]=[CH:4][C:5]2[S:10][CH:9]([C:11]([F:14])([F:13])[F:12])[C:8]([C:15]([O:17]CC)=[O:16])=[CH:7][C:6]=2[CH:20]=1.[OH-].[Na+]. The catalyst is C1COCC1.C(O)C. The product is [CH3:1][C:2]1[CH:3]=[CH:4][C:5]2[S:10][CH:9]([C:11]([F:13])([F:14])[F:12])[C:8]([C:15]([OH:17])=[O:16])=[CH:7][C:6]=2[CH:20]=1. The yield is 0.280. (2) The reactants are [CH3:1][C:2]([S:10][C:11]1[CH:20]=[CH:19][C:14]2[N:15]=[C:16]([NH2:18])[S:17][C:13]=2[CH:12]=1)([CH3:9])[CH2:3][N:4]1[CH2:8][CH2:7][CH2:6][CH2:5]1.Cl.OO.C(=O)([O-])[OH:25].[Na+].[OH2:29]. The catalyst is CO.O.O.[O-][W]([O-])(=O)=O.[Na+].[Na+]. The product is [CH3:9][C:2]([S:10]([C:11]1[CH:20]=[CH:19][C:14]2[N:15]=[C:16]([NH2:18])[S:17][C:13]=2[CH:12]=1)(=[O:25])=[O:29])([CH3:1])[CH2:3][N:4]1[CH2:8][CH2:7][CH2:6][CH2:5]1. The yield is 0.623. (3) The catalyst is C1COCC1.Cl[Ti](Cl)(Cl)Cl.[Zn]. The reactants are [Br:1][C:2]1[CH:7]=[CH:6][C:5]([C:8]([C:10]2[CH:15]=[CH:14][C:13]([OH:16])=[CH:12][CH:11]=2)=O)=[CH:4][CH:3]=1.[S:17]1[CH2:22][CH2:21][C:20](=O)[CH2:19][CH2:18]1.O.C([O-])([O-])=O.[K+].[K+]. The product is [Br:1][C:2]1[CH:7]=[CH:6][C:5]([C:8](=[C:20]2[CH2:21][CH2:22][S:17][CH2:18][CH2:19]2)[C:10]2[CH:15]=[CH:14][C:13]([OH:16])=[CH:12][CH:11]=2)=[CH:4][CH:3]=1. The yield is 0.710. (4) The reactants are CCN(C(C)C)C(C)C.[Br:10][C:11]1[N:16]=[C:15]([C:17]([OH:19])=O)[CH:14]=[CH:13][CH:12]=1.C1C=CC2N(O)N=NC=2C=1.CCN=C=NCCCN(C)C.[O:41]=[C:42]([N:59]1[CH2:64][CH2:63][NH:62][CH2:61][CH2:60]1)[CH2:43][NH:44][C:45]([C:47]1[CH:52]=[CH:51][C:50]([C:53]2[CH:58]=[CH:57][CH:56]=[CH:55][CH:54]=2)=[CH:49][CH:48]=1)=[O:46]. The catalyst is CN(C=O)C.O. The product is [Br:10][C:11]1[N:16]=[C:15]([C:17]([N:62]2[CH2:61][CH2:60][N:59]([C:42](=[O:41])[CH2:43][NH:44][C:45]([C:47]3[CH:52]=[CH:51][C:50]([C:53]4[CH:58]=[CH:57][CH:56]=[CH:55][CH:54]=4)=[CH:49][CH:48]=3)=[O:46])[CH2:64][CH2:63]2)=[O:19])[CH:14]=[CH:13][CH:12]=1. The yield is 0.246. (5) The catalyst is C1COCC1. The product is [F:13][C:10]1([F:12])[CH2:9][N:8]([C:14]([O:16][C:17]([CH3:18])([CH3:19])[CH3:20])=[O:15])[C@H:7]([CH2:6][CH2:5][CH2:4][OH:3])[CH2:11]1. The reactants are C([O:3][C:4](=O)[CH2:5][CH2:6][C@@H:7]1[CH2:11][C:10]([F:13])([F:12])[CH2:9][N:8]1[C:14]([O:16][C:17]([CH3:20])([CH3:19])[CH3:18])=[O:15])C.[H-].[H-].[H-].[H-].[Li+].[Al+3].OS([O-])(=O)=O.[Na+]. The yield is 0.997. (6) The yield is 0.661. The reactants are [N:1]12[CH2:8][CH2:7][C:4]([C:9]([C:18]3[CH:23]=[CH:22][C:21]([F:24])=[CH:20][CH:19]=3)([C:11]3[CH:16]=[CH:15][C:14]([F:17])=[CH:13][CH:12]=3)[OH:10])([CH2:5][CH2:6]1)[CH2:3][CH2:2]2.[C:25]1([CH2:31][O:32][CH2:33][CH2:34][Br:35])[CH:30]=[CH:29][CH:28]=[CH:27][CH:26]=1. The product is [Br-:35].[F:17][C:14]1[CH:15]=[CH:16][C:11]([C:9]([C:18]2[CH:19]=[CH:20][C:21]([F:24])=[CH:22][CH:23]=2)([OH:10])[C:4]23[CH2:5][CH2:6][N+:1]([CH2:34][CH2:33][O:32][CH2:31][C:25]4[CH:30]=[CH:29][CH:28]=[CH:27][CH:26]=4)([CH2:2][CH2:3]2)[CH2:8][CH2:7]3)=[CH:12][CH:13]=1. The catalyst is CC#N. (7) The reactants are Cl[C:2]1[N:7]=[CH:6][C:5]([C:8]2[CH:13]=[N:12][NH:11][C:10](=[O:14])[CH:9]=2)=[CH:4][CH:3]=1.[C:15]([O:19][C:20]([N:22]1[CH2:27][CH2:26][CH:25]([OH:28])[CH2:24][CH2:23]1)=[O:21])([CH3:18])([CH3:17])[CH3:16].CC([O-])(C)C.[K+].O. The catalyst is CS(C)=O.CC(O)(C)C. The product is [C:15]([O:19][C:20]([N:22]1[CH2:27][CH2:26][CH:25]([O:28][C:2]2[CH:3]=[CH:4][C:5]([C:8]3[CH:13]=[N:12][NH:11][C:10](=[O:14])[CH:9]=3)=[CH:6][N:7]=2)[CH2:24][CH2:23]1)=[O:21])([CH3:18])([CH3:16])[CH3:17]. The yield is 0.540. (8) The reactants are [OH:1][C@@H:2]([CH2:11][C:12]1[CH:17]=[CH:16][CH:15]=[CH:14][CH:13]=1)[C:3]([N:5]1[CH2:10][CH2:9][O:8][CH2:7][CH2:6]1)=[O:4].ClN1C(=O)N(Cl)C(=O)N(Cl)C1=O.CC1(C)N([O])C(C)(C)CCC1. The catalyst is C(Cl)Cl. The product is [CH:12]1([CH2:11][C@H:2]([OH:1])[C:3]([N:5]2[CH2:6][CH2:7][O:8][CH2:9][CH2:10]2)=[O:4])[CH2:17][CH2:16][CH2:15][CH2:14][CH2:13]1. The yield is 0.970.